Dataset: Forward reaction prediction with 1.9M reactions from USPTO patents (1976-2016). Task: Predict the product of the given reaction. (1) Given the reactants [N+:1]([C:4]1[CH:9]=[CH:8][CH:7]=[CH:6][C:5]=1[S:10]([NH:13][CH2:14][CH2:15][O:16][C:17]1[CH:22]=[C:21]([C:23](OCC)=[O:24])[N:20]=[C:19]([C:28](OCC)=[O:29])[CH:18]=1)(=[O:12])=[O:11])([O-:3])=[O:2].[BH4-].[Na+].[Cl-].[Cl-].[Ca+2].O, predict the reaction product. The product is: [OH:24][CH2:23][C:21]1[CH:22]=[C:17]([O:16][CH2:15][CH2:14][NH:13][S:10]([C:5]2[CH:6]=[CH:7][CH:8]=[CH:9][C:4]=2[N+:1]([O-:3])=[O:2])(=[O:11])=[O:12])[CH:18]=[C:19]([CH2:28][OH:29])[N:20]=1. (2) Given the reactants [H-].[Na+].Cl[CH2:4][O:5][CH3:6].O.[OH:8][C:9]1[CH:14]=[CH:13][CH:12]=[CH:11][C:10]=1[C:15](=[O:17])[CH3:16], predict the reaction product. The product is: [CH3:6][O:5][CH2:4][O:8][C:9]1[CH:14]=[CH:13][CH:12]=[CH:11][C:10]=1[C:15](=[O:17])[CH3:16]. (3) Given the reactants [CH2:1]([CH:3]1[N:12]2[C:7](=[CH:8][C:9](=[O:18])[C:10]([C:13]([O:15]CC)=[O:14])=[CH:11]2)[C:6]2[CH:19]=[C:20]([O:30][CH3:31])[C:21]([O:23][CH2:24][C:25]([CH3:29])([CH3:28])[CH2:26][OH:27])=[CH:22][C:5]=2[CH2:4]1)[CH3:2].[OH-].[Na+].Cl, predict the reaction product. The product is: [CH2:1]([CH:3]1[N:12]2[C:7](=[CH:8][C:9](=[O:18])[C:10]([C:13]([OH:15])=[O:14])=[CH:11]2)[C:6]2[CH:19]=[C:20]([O:30][CH3:31])[C:21]([O:23][CH2:24][C:25]([CH3:28])([CH3:29])[CH2:26][OH:27])=[CH:22][C:5]=2[CH2:4]1)[CH3:2]. (4) Given the reactants [CH2:1]([C:3]1[O:4][C:5]([C:8]([O-:10])=[O:9])=[CH:6][N:7]=1)[CH3:2].[OH-].[Na+], predict the reaction product. The product is: [CH2:1]([C:3]1[O:4][C:5]([C:8]([OH:10])=[O:9])=[CH:6][N:7]=1)[CH3:2]. (5) Given the reactants [C:1]([N:8]1[CH2:13][CH2:12][C:11](=[O:14])[CH:10]([F:15])[CH2:9]1)([O:3][C:4]([CH3:7])([CH3:6])[CH3:5])=[O:2].[OH-].[Na+], predict the reaction product. The product is: [C:1]([N:8]1[CH2:13][CH2:12][C@H:11]([OH:14])[C@H:10]([F:15])[CH2:9]1)([O:3][C:4]([CH3:7])([CH3:6])[CH3:5])=[O:2].